From a dataset of Reaction yield outcomes from USPTO patents with 853,638 reactions. Predict the reaction yield, written as a fraction of the theoretical maximum amount of product (1.0 means a 100% yield; for example, 0.34 means a 34% yield). (1) The reactants are [CH3:1][C:2]([S:9]([C:12]1[CH:17]=[CH:16][CH:15]=[C:14]([C:18]([F:21])([F:20])[F:19])[CH:13]=1)(=[O:11])=[O:10])([CH3:8])[C:3]([O:5]CC)=[O:4].O[Li].O. The catalyst is C1COCC1.CO.O. The product is [CH3:8][C:2]([S:9]([C:12]1[CH:17]=[CH:16][CH:15]=[C:14]([C:18]([F:20])([F:21])[F:19])[CH:13]=1)(=[O:11])=[O:10])([CH3:1])[C:3]([OH:5])=[O:4]. The yield is 0.930. (2) The reactants are [CH3:1][C:2]1[CH:13]=[C:12]2[C:5]([NH:6][CH:7]=[C:8]2[CH2:9][CH2:10][NH2:11])=[CH:4][CH:3]=1.C(=O)(O)[O-].[Na+].[N+:19]([C:22]1[CH:27]=[C:26]([N+:28]([O-:30])=[O:29])[CH:25]=[CH:24][C:23]=1F)([O-:21])=[O:20]. The catalyst is O.C(O)C. The product is [N+:19]([C:22]1[CH:27]=[C:26]([N+:28]([O-:30])=[O:29])[CH:25]=[CH:24][C:23]=1[NH:11][CH2:10][CH2:9][C:8]1[C:12]2[C:5](=[CH:4][CH:3]=[C:2]([CH3:1])[CH:13]=2)[NH:6][CH:7]=1)([O-:21])=[O:20]. The yield is 0.850. (3) The reactants are [CH3:1][Si:2]([CH3:11])([CH3:10])[C:3]1[CH:4]=[C:5]([OH:9])[CH:6]=[N:7][CH:8]=1.CC(C)([O-])C.[K+].[CH3:18][O:19][C:20]([C:22]1[O:23][C:24](Br)=[CH:25][CH:26]=1)=[O:21].O. The catalyst is C1COCC1.C(OCC)(=O)C. The product is [CH3:1][Si:2]([CH3:11])([CH3:10])[C:3]1[CH:4]=[C:5]([O:9][C:24]2[O:23][C:22]([C:20]([O:19][CH3:18])=[O:21])=[CH:26][CH:25]=2)[CH:6]=[N:7][CH:8]=1. The yield is 0.300. (4) The reactants are [C:1]([O-:4])([O-])=O.[K+].[K+].[O:7]1[C:12]2[CH:13]=[CH:14][C:15](O)=[CH:16][C:11]=2[O:10][CH2:9][CH2:8]1.I[CH3:19]. The catalyst is [N+](CCCC)(CCCC)(CCCC)CCCC.[I-].CN(C=O)C. The product is [CH3:19][CH:9]1[O:10][C:11]2[CH:16]=[CH:15][C:14]([O:4][CH3:1])=[CH:13][C:12]=2[O:7][CH2:8]1. The yield is 0.850. (5) The reactants are I.[NH:2]1[CH2:7][CH2:6][CH2:5][N:4]=[C:3]1[NH:8][NH2:9].Cl.[C:11](Cl)(=O)[C:12]1[CH:17]=[CH:16][N:15]=[CH:14][CH:13]=1. The catalyst is N1C=CC=CC=1.C([O-])([O-])=O.[K+].[K+]. The product is [N:15]1[CH:16]=[CH:17][C:12]([C:11]2[N:4]3[CH2:5][CH2:6][CH2:7][NH:2][C:3]3=[N:8][N:9]=2)=[CH:13][CH:14]=1. The yield is 0.180. (6) The reactants are [NH2:1][C:2]1[CH:9]=[CH:8][C:5]([C:6]#[N:7])=[CH:4][C:3]=1I.[CH2:11]([Si:13]([CH2:21][CH3:22])([CH2:19][CH3:20])[C:14]#[C:15][CH2:16][CH2:17][OH:18])[CH3:12].[Cl-].[Li+].C(=O)([O-])[O-].[Na+].[Na+]. The catalyst is CN(C=O)C.C1(P([C-]2C=CC=C2)C2C=CC=CC=2)C=CC=CC=1.[C-]1(P(C2C=CC=CC=2)C2C=CC=CC=2)C=CC=C1.[Fe+2].[Pd](Cl)Cl. The product is [OH:18][CH2:17][CH2:16][C:15]1[C:3]2[C:2](=[CH:9][CH:8]=[C:5]([C:6]#[N:7])[CH:4]=2)[NH:1][C:14]=1[Si:13]([CH2:21][CH3:22])([CH2:19][CH3:20])[CH2:11][CH3:12]. The yield is 0.430. (7) The reactants are C(N(CC)CC)C.Br.Br.[N:10]1([C:16]2[CH:21]=[CH:20][CH:19]=[CH:18][C:17]=2[OH:22])[CH2:15][CH2:14][NH:13][CH2:12][CH2:11]1.[C:23]([O:27][C:28](O[C:28]([O:27][C:23]([CH3:26])([CH3:25])[CH3:24])=[O:29])=[O:29])([CH3:26])([CH3:25])[CH3:24]. The catalyst is O.O1CCOCC1. The product is [OH:22][C:17]1[CH:18]=[CH:19][CH:20]=[CH:21][C:16]=1[N:10]1[CH2:11][CH2:12][N:13]([C:28]([O:27][C:23]([CH3:26])([CH3:25])[CH3:24])=[O:29])[CH2:14][CH2:15]1. The yield is 1.00.